Dataset: Reaction yield outcomes from USPTO patents with 853,638 reactions. Task: Predict the reaction yield, written as a fraction of the theoretical maximum amount of product (1.0 means a 100% yield; for example, 0.34 means a 34% yield). The reactants are [CH:1]1([C:4]2[CH:9]=[CH:8][N:7]=[CH:6][C:5]=2[N:10]2[CH2:14][CH2:13][NH:12][C:11]2=[O:15])[CH2:3][CH2:2]1.[Cl:16][C:17]1[CH:22]=[C:21](Cl)[N:20]=[CH:19][N:18]=1.C1(P(C2CCCCC2)C2C=CC=CC=2C2C(C(C)C)=CC(C(C)C)=CC=2C(C)C)CCCCC1.C(=O)([O-])[O-].[Cs+].[Cs+]. The catalyst is C1C=CC(/C=C/C(/C=C/C2C=CC=CC=2)=O)=CC=1.C1C=CC(/C=C/C(/C=C/C2C=CC=CC=2)=O)=CC=1.C1C=CC(/C=C/C(/C=C/C2C=CC=CC=2)=O)=CC=1.[Pd].[Pd].C1(C)C=CC=CC=1. The product is [Cl:16][C:17]1[N:18]=[CH:19][N:20]=[C:21]([N:12]2[CH2:13][CH2:14][N:10]([C:5]3[CH:6]=[N:7][CH:8]=[CH:9][C:4]=3[CH:1]3[CH2:3][CH2:2]3)[C:11]2=[O:15])[CH:22]=1. The yield is 0.182.